Dataset: Reaction yield outcomes from USPTO patents with 853,638 reactions. Task: Predict the reaction yield, written as a fraction of the theoretical maximum amount of product (1.0 means a 100% yield; for example, 0.34 means a 34% yield). (1) The yield is 0.860. The reactants are [C:1]([O:5][C:6](=[O:41])[C@@H:7]([NH:20][C:21](=[O:40])[NH:22][C@@H:23]([CH2:31][CH2:32][C:33]([O:35][C:36]([CH3:39])([CH3:38])[CH3:37])=[O:34])[C:24]([O:26][C:27]([CH3:30])([CH3:29])[CH3:28])=[O:25])[CH2:8][CH2:9][C:10](ON1C(=O)CCC1=O)=[O:11])([CH3:4])([CH3:3])[CH3:2].[NH2:42][C@@H:43]([CH2:47][CH2:48][CH2:49][CH2:50][N:51]([CH2:66][C:67]1[N:68]([CH2:72][C:73]([O:75][C:76]([CH3:79])([CH3:78])[CH3:77])=[O:74])[CH:69]=[CH:70][N:71]=1)[CH2:52][C:53]1[N:54]([CH2:58][C:59](=[O:65])[O:60][C:61]([CH3:64])([CH3:63])[CH3:62])[CH:55]=[CH:56][N:57]=1)[C:44]([OH:46])=[O:45].CCN(C(C)C)C(C)C. The product is [C:61]([O:60][C:59](=[O:65])[CH2:58][N:54]1[CH:55]=[CH:56][N:57]=[C:53]1[CH2:52][N:51]([CH2:66][C:67]1[N:68]([CH2:72][C:73](=[O:74])[O:75][C:76]([CH3:79])([CH3:78])[CH3:77])[CH:69]=[CH:70][N:71]=1)[CH2:50][CH2:49][CH2:48][CH2:47][C@H:43]([NH:42][C:10](=[O:11])[CH2:9][CH2:8][C@@H:7]([C:6]([O:5][C:1]([CH3:4])([CH3:3])[CH3:2])=[O:41])[NH:20][C:21](=[O:40])[NH:22][C@H:23]([C:24]([O:26][C:27]([CH3:28])([CH3:29])[CH3:30])=[O:25])[CH2:31][CH2:32][C:33](=[O:34])[O:35][C:36]([CH3:39])([CH3:38])[CH3:37])[C:44]([OH:46])=[O:45])([CH3:62])([CH3:64])[CH3:63]. The catalyst is CN(C=O)C. (2) The reactants are [F:1][C:2]1[CH:7]=[C:6]([N+:8]([O-])=O)[CH:5]=[CH:4][C:3]=1[N:11]1[C:15]([CH3:16])=[N:14][CH:13]=[N:12]1. The catalyst is [Pd].CO. The product is [F:1][C:2]1[CH:7]=[C:6]([CH:5]=[CH:4][C:3]=1[N:11]1[C:15]([CH3:16])=[N:14][CH:13]=[N:12]1)[NH2:8]. The yield is 0.910. (3) The yield is 0.570. The catalyst is CN(C)C=O.C(OCC)(=O)C. The product is [CH2:1]([O:3][C:4]1[CH:9]=[CH:8][C:7]([C:10]([F:12])([F:11])[F:13])=[CH:6][C:5]=1[C:14]1[C:15]2[N:16]([N:20]=[C:21]([NH:23][C:24]3[CH:34]=[CH:33][C:27]4[CH2:28][CH2:29][N:30]([CH2:42][CH2:43][S:44]([CH3:47])(=[O:46])=[O:45])[CH2:31][CH2:32][C:26]=4[CH:25]=3)[N:22]=2)[CH:17]=[CH:18][CH:19]=1)[CH3:2]. The reactants are [CH2:1]([O:3][C:4]1[CH:9]=[CH:8][C:7]([C:10]([F:13])([F:12])[F:11])=[CH:6][C:5]=1[C:14]1[C:15]2[N:16]([N:20]=[C:21]([NH:23][C:24]3[CH:34]=[CH:33][C:27]4[CH2:28][CH2:29][NH:30][CH2:31][CH2:32][C:26]=4[CH:25]=3)[N:22]=2)[CH:17]=[CH:18][CH:19]=1)[CH3:2].C(=O)([O-])[O-].[K+].[K+].Cl[CH2:42][CH2:43][S:44]([CH3:47])(=[O:46])=[O:45].[I-].[Na+]. (4) The reactants are [S:1]1[C:5]([C:6](=[O:8])[CH3:7])=[CH:4][C:3]2[CH2:9][CH2:10][C:11]3[C:16]([C:2]1=2)=[CH:15][CH:14]=[CH:13][CH:12]=3.[Al+3].[Cl-].[Cl-].[Cl-].[C:21](Cl)(=[O:23])[CH3:22].Cl. The catalyst is C(Cl)Cl. The product is [S:1]1[C:5]([C:6](=[O:8])[CH3:7])=[CH:4][C:3]2[CH2:9][CH2:10][C:11]3[C:16]([C:2]1=2)=[CH:15][CH:14]=[C:13]([C:21](=[O:23])[CH3:22])[CH:12]=3. The yield is 0.800. (5) The reactants are [I:1][C:2]1[CH:9]=[CH:8][CH:7]=[CH:6][C:3]=1[CH2:4][OH:5]. The catalyst is ClCCl.[O-2].[Mn+2]. The product is [I:1][C:2]1[CH:9]=[CH:8][CH:7]=[CH:6][C:3]=1[CH:4]=[O:5]. The yield is 0.910. (6) The reactants are Br[C:2]1[N:7]=[C:6]([C@:8]2([CH3:20])[CH2:13][O:12][C@@:11]([CH3:18])([C:14]([F:17])([F:16])[F:15])[C:10]([NH2:19])=[N:9]2)[C:5]([F:21])=[CH:4][CH:3]=1.[C:22]([C:24]1[CH:25]=[C:26]([CH3:33])[C:27]([C:30]([NH2:32])=[O:31])=[N:28][CH:29]=1)#[N:23].CC1(C)C2C(=C(P(C3C=CC=CC=3)C3C=CC=CC=3)C=CC=2)OC2C(P(C3C=CC=CC=3)C3C=CC=CC=3)=CC=CC1=2.C(=O)([O-])[O-].[Cs+].[Cs+]. The catalyst is O1CCOCC1.O.CC(OC)(C)C.C1C=CC(/C=C/C(/C=C/C2C=CC=CC=2)=O)=CC=1.C1C=CC(/C=C/C(/C=C/C2C=CC=CC=2)=O)=CC=1.C1C=CC(/C=C/C(/C=C/C2C=CC=CC=2)=O)=CC=1.[Pd].[Pd]. The product is [NH2:19][C:10]1[C@:11]([CH3:18])([C:14]([F:17])([F:16])[F:15])[O:12][CH2:13][C@:8]([C:6]2[N:7]=[C:2]([NH:32][C:30]([C:27]3[C:26]([CH3:33])=[CH:25][C:24]([C:22]#[N:23])=[CH:29][N:28]=3)=[O:31])[CH:3]=[CH:4][C:5]=2[F:21])([CH3:20])[N:9]=1. The yield is 0.370. (7) The reactants are [CH3:1][C:2]1([CH3:24])CN[C:6](=[O:9])[C:5]2[S:10][C:11]([N:13]3[C:18]4[CH:19]=[C:20](O)[CH:21]=[CH:22][C:17]=4[O:16][CH2:15][CH2:14]3)=[N:12][C:4]=2[CH2:3]1.[CH3:25][N:26]1[CH2:31][CH2:30][NH:29][CH2:28][CH2:27]1.[CH3:32]C(C)([O-])C.[Na+]. The catalyst is C1COCC1.C([O-])(=O)C.[Pd+2].C([O-])(=O)C. The product is [CH3:1][C:2]1([CH3:32])[CH2:3][C:4]2[N:12]=[C:11]([N:13]3[C:18]4[CH:19]=[C:20]([N:29]5[CH2:30][CH2:31][N:26]([CH3:25])[CH2:27][CH2:28]5)[CH:21]=[CH:22][C:17]=4[O:16][CH2:15][CH2:14]3)[S:10][C:5]=2[C:6](=[O:9])[CH2:24]1. The yield is 0.0800. (8) The reactants are [C:1]1([S:7]([C:10]2[CH:11]=[C:12]3[CH:18]=[CH:17][S:16][C:13]3=[CH:14][N:15]=2)(=[O:9])=[O:8])[CH:6]=[CH:5][CH:4]=[CH:3][CH:2]=1.[Br:19]N1C(=O)CCC1=O.C(#N)C.C(OCC)(=O)C. The catalyst is O. The product is [Br:19][C:17]1[S:16][C:13]2=[CH:14][N:15]=[C:10]([S:7]([C:1]3[CH:2]=[CH:3][CH:4]=[CH:5][CH:6]=3)(=[O:9])=[O:8])[CH:11]=[C:12]2[CH:18]=1. The yield is 0.810. (9) The reactants are [Cl:1][C:2]1[CH:3]=[C:4]([CH:9]2[C:18]3[C:13](=[CH:14][C:15](B4OC(C)(C)C(C)(C)O4)=[CH:16][CH:17]=3)[CH2:12][N:11]([S:28]([C:31]3[CH:36]=[CH:35][CH:34]=[CH:33][C:32]=3[N+:37]([O-:39])=[O:38])(=[O:30])=[O:29])[CH2:10]2)[CH:5]=[CH:6][C:7]=1[Cl:8].Br[C:41]1[N:42]=[CH:43][C:44]([NH2:47])=[N:45][CH:46]=1.C(=O)([O-])[O-].[Cs+].[Cs+]. The catalyst is O.CN(C)C=O. The product is [Cl:1][C:2]1[CH:3]=[C:4]([CH:9]2[C:18]3[C:13](=[CH:14][C:15]([C:41]4[N:42]=[CH:43][C:44]([NH2:47])=[N:45][CH:46]=4)=[CH:16][CH:17]=3)[CH2:12][N:11]([S:28]([C:31]3[CH:36]=[CH:35][CH:34]=[CH:33][C:32]=3[N+:37]([O-:39])=[O:38])(=[O:29])=[O:30])[CH2:10]2)[CH:5]=[CH:6][C:7]=1[Cl:8]. The yield is 0.140. (10) The reactants are [F:1][C:2]1[CH:3]=[C:4]([C:8]2[C:12]([C:13]3[N:14]=[CH:15][NH:16][CH:17]=3)=[C:11]([CH3:18])[O:10][N:9]=2)[CH:5]=[CH:6][CH:7]=1.Cl[C:20]1[N:25]=[CH:24][CH:23]=[CH:22][N:21]=1. No catalyst specified. The product is [F:1][C:2]1[CH:3]=[C:4]([C:8]2[C:12]([C:13]3[N:14]=[CH:15][N:16]([C:20]4[N:25]=[CH:24][CH:23]=[CH:22][N:21]=4)[CH:17]=3)=[C:11]([CH3:18])[O:10][N:9]=2)[CH:5]=[CH:6][CH:7]=1. The yield is 0.720.